From a dataset of Peptide-MHC class I binding affinity with 185,985 pairs from IEDB/IMGT. Regression. Given a peptide amino acid sequence and an MHC pseudo amino acid sequence, predict their binding affinity value. This is MHC class I binding data. (1) The peptide sequence is ILIDTSAWV. The MHC is HLA-A02:06 with pseudo-sequence HLA-A02:06. The binding affinity (normalized) is 1.00. (2) The peptide sequence is SLMSRVVYK. The MHC is HLA-B51:01 with pseudo-sequence HLA-B51:01. The binding affinity (normalized) is 0.0847.